From a dataset of Full USPTO retrosynthesis dataset with 1.9M reactions from patents (1976-2016). Predict the reactants needed to synthesize the given product. (1) Given the product [Br:15][C:16]1[CH:21]=[CH:20][C:19]([S:22]([N:12]2[CH2:13][CH2:14][N:9]([CH3:8])[CH2:10][CH2:11]2)(=[O:24])=[O:23])=[CH:18][CH:17]=1, predict the reactants needed to synthesize it. The reactants are: CN1CCOCC1.[CH3:8][N:9]1[CH2:14][CH2:13][NH:12][CH2:11][CH2:10]1.[Br:15][C:16]1[CH:21]=[CH:20][C:19]([S:22](Cl)(=[O:24])=[O:23])=[CH:18][CH:17]=1. (2) Given the product [CH3:24][CH:23]([CH3:25])[C@H:18]([N:13]1[CH2:12][C:11]2[C:15](=[CH:16][C:8]([C:5]3[CH:4]=[CH:3][C:2]([NH:1][C:36]([C:28]4[CH:27]=[N:26][C:35]5[C:30]([CH:29]=4)=[CH:31][CH:32]=[CH:33][CH:34]=5)=[O:37])=[CH:7][CH:6]=3)=[CH:9][CH:10]=2)[C:14]1=[O:17])[C:19]([O:21][CH3:22])=[O:20], predict the reactants needed to synthesize it. The reactants are: [NH2:1][C:2]1[CH:7]=[CH:6][C:5]([C:8]2[CH:16]=[C:15]3[C:11]([CH2:12][N:13]([C@@H:18]([CH:23]([CH3:25])[CH3:24])[C:19]([O:21][CH3:22])=[O:20])[C:14]3=[O:17])=[CH:10][CH:9]=2)=[CH:4][CH:3]=1.[N:26]1[C:35]2[C:30](=[CH:31][CH:32]=[CH:33][CH:34]=2)[CH:29]=[C:28]([C:36](Cl)=[O:37])[CH:27]=1. (3) Given the product [Br:1][C:2]1[CH:7]=[CH:6][C:5]([C:8]2[N:13]=[C:12]3[O:14][C:15]([C:19](=[O:24])[C:20]([CH3:21])([CH3:23])[CH3:22])=[C:16]([CH:17]=[N:34][OH:35])[C:11]3=[CH:10][C:9]=2[C:25]2[CH:30]=[CH:29][C:28]([Cl:31])=[CH:27][CH:26]=2)=[C:4]([Cl:32])[CH:3]=1, predict the reactants needed to synthesize it. The reactants are: [Br:1][C:2]1[CH:7]=[CH:6][C:5]([C:8]2[N:13]=[C:12]3[O:14][C:15]([C:19](=[O:24])[C:20]([CH3:23])([CH3:22])[CH3:21])=[C:16]([CH:17]=O)[C:11]3=[CH:10][C:9]=2[C:25]2[CH:30]=[CH:29][C:28]([Cl:31])=[CH:27][CH:26]=2)=[C:4]([Cl:32])[CH:3]=1.Cl.[NH2:34][OH:35].C([O-])(=O)C.[K+]. (4) Given the product [CH2:2]([O:4][C:5](=[O:9])[C@@H:6]([NH:7][P:10]([O:38][CH2:37][C:34]([CH3:36])([CH3:35])[C@@H:32]([OH:33])[C:31]([NH:30][CH2:29][CH2:28][C:27]([O:41][CH2:42][CH3:43])=[O:40])=[O:39])([O:11][C:12]1[CH:17]=[CH:16][CH:15]=[CH:14][CH:13]=1)=[O:18])[CH3:8])[CH3:3], predict the reactants needed to synthesize it. The reactants are: Cl.[CH2:2]([O:4][C:5](=[O:9])[C@H:6]([CH3:8])[NH2:7])[CH3:3].[P:10](Cl)(Cl)(=[O:18])[O:11][C:12]1[CH:17]=[CH:16][CH:15]=[CH:14][CH:13]=1.CN1C=CN=C1.[C:27]([O:41][CH2:42][CH3:43])(=[O:40])[CH2:28][CH2:29][NH:30][C:31](=[O:39])[C@@H:32]([C:34]([CH2:37][OH:38])([CH3:36])[CH3:35])[OH:33]. (5) The reactants are: [CH2:1]([N:8]1[CH2:13][CH2:12][C:11]([C:15]2[CH:20]=[CH:19][CH:18]=[CH:17][CH:16]=2)([OH:14])[CH2:10][CH2:9]1)[C:2]1[CH:7]=[CH:6][CH:5]=[CH:4][CH:3]=1.[H-].[Na+].[CH2:23]([O:30][C:31]1[C:40]2[C:35](=[CH:36][C:37](F)=[C:38]([Cl:41])[CH:39]=2)[CH:34]=[CH:33][N:32]=1)[C:24]1[CH:29]=[CH:28][CH:27]=[CH:26][CH:25]=1.O. Given the product [CH2:23]([O:30][C:31]1[C:40]2[C:35](=[CH:36][C:37]([O:14][C:11]3([C:15]4[CH:20]=[CH:19][CH:18]=[CH:17][CH:16]=4)[CH2:10][CH2:9][N:8]([CH2:1][C:2]4[CH:3]=[CH:4][CH:5]=[CH:6][CH:7]=4)[CH2:13][CH2:12]3)=[C:38]([Cl:41])[CH:39]=2)[CH:34]=[CH:33][N:32]=1)[C:24]1[CH:25]=[CH:26][CH:27]=[CH:28][CH:29]=1, predict the reactants needed to synthesize it. (6) Given the product [Cl:29][CH2:2][C:3]1[N:8]=[C:7]([C:9]([O:11][C:12]([CH3:15])([CH3:14])[CH3:13])=[O:10])[CH:6]=[CH:5][CH:4]=1, predict the reactants needed to synthesize it. The reactants are: O[CH2:2][C:3]1[N:8]=[C:7]([C:9]([O:11][C:12]([CH3:15])([CH3:14])[CH3:13])=[O:10])[CH:6]=[CH:5][CH:4]=1.C(N(C(C)C)CC)(C)C.CS([Cl:29])(=O)=O.